From a dataset of Forward reaction prediction with 1.9M reactions from USPTO patents (1976-2016). Predict the product of the given reaction. (1) Given the reactants [O:1]=[C:2]1[C:11]2[S:12][C:13]3[C:22](=[O:23])[C:21]4[C:16](=[CH:17][CH:18]=[CH:19][CH:20]=4)[C:15](=[O:24])[C:14]=3[C:10]=2[C:9](=[O:25])[C:8]2[C:3]1=[CH:4][C:5]([CH2:26][CH2:27][C:28](O)=[O:29])=[CH:6][CH:7]=2.[Cl-].[CH3:32][N:33]([CH3:56])[C:34]1[CH:43]=[C:42]2[C:37]([C:38]([CH2:45][C:46]([NH:48][CH2:49][CH2:50][CH2:51][CH2:52][CH2:53][CH2:54][NH3+:55])=[O:47])=[CH:39][C:40](=[O:44])[O:41]2)=[CH:36][CH:35]=1.C(N(C(C)C)C(C)C)C.CN(C(ON1N=NC2C=CC=NC1=2)=[N+](C)C)C.F[P-](F)(F)(F)(F)F, predict the reaction product. The product is: [CH3:56][N:33]([CH3:32])[C:34]1[CH:43]=[C:42]2[C:37]([C:38]([CH2:45][C:46]([NH:48][CH2:49][CH2:50][CH2:51][CH2:52][CH2:53][CH2:54][NH:55][C:28](=[O:29])[CH2:27][CH2:26][C:5]3[CH:4]=[C:3]4[C:8]([C:9](=[O:25])[C:10]5[C:14]6[C:15](=[O:24])[C:16]7[C:21]([C:22](=[O:23])[C:13]=6[S:12][C:11]=5[C:2]4=[O:1])=[CH:20][CH:19]=[CH:18][CH:17]=7)=[CH:7][CH:6]=3)=[O:47])=[CH:39][C:40](=[O:44])[O:41]2)=[CH:36][CH:35]=1. (2) Given the reactants [CH3:1][C:2]([S@:5]([NH2:7])=[O:6])([CH3:4])[CH3:3].C([O-])([O-])=O.[Cs+].[Cs+].[CH3:14][O:15][C:16]1[N:21]=[C:20]([CH:22]=O)[CH:19]=[CH:18][CH:17]=1, predict the reaction product. The product is: [CH3:14][O:15][C:16]1[N:21]=[C:20]([CH:22]=[N:7][S@@:5]([C:2]([CH3:4])([CH3:3])[CH3:1])=[O:6])[CH:19]=[CH:18][CH:17]=1.